From a dataset of Catalyst prediction with 721,799 reactions and 888 catalyst types from USPTO. Predict which catalyst facilitates the given reaction. Reactant: [C:1]([O:5][C:6]([NH:8][C@@H:9]1[CH2:14][CH2:13][C@H:12]([NH:15][C:16]([C:18]2[C:19]([NH:25][C:26]3[CH:27]=[C:28]([CH:33]=[CH:34][CH:35]=3)[C:29]([O:31][CH3:32])=[O:30])=[N:20][CH:21]=[C:22]([F:24])[CH:23]=2)=[O:17])[CH2:11][CH2:10]1)=[O:7])([CH3:4])([CH3:3])[CH3:2].[H-].[Na+].[C:38](N1C=CN=C1)(N1C=CN=C1)=[O:39].C(OCC)(=O)C. Product: [C:1]([O:5][C:6]([NH:8][C@@H:9]1[CH2:14][CH2:13][C@H:12]([N:15]2[C:16](=[O:17])[C:18]3[CH:23]=[C:22]([F:24])[CH:21]=[N:20][C:19]=3[N:25]([C:26]3[CH:27]=[C:28]([CH:33]=[CH:34][CH:35]=3)[C:29]([O:31][CH3:32])=[O:30])[C:38]2=[O:39])[CH2:11][CH2:10]1)=[O:7])([CH3:4])([CH3:2])[CH3:3]. The catalyst class is: 37.